From a dataset of Catalyst prediction with 721,799 reactions and 888 catalyst types from USPTO. Predict which catalyst facilitates the given reaction. (1) Reactant: O.[OH-].[Li+].C[O:5][C:6](=[O:37])[CH2:7][C:8]1[C:17]([CH3:18])=[C:16]([C:19]2[CH:24]=[CH:23][C:22]([S:25]([C:28]3[CH:33]=[CH:32][C:31]([F:34])=[CH:30][C:29]=3[F:35])(=[O:27])=[O:26])=[CH:21][CH:20]=2)[C:15]2[C:10](=[CH:11][CH:12]=[C:13]([Cl:36])[CH:14]=2)[CH:9]=1. Product: [Cl:36][C:13]1[CH:14]=[C:15]2[C:10](=[CH:11][CH:12]=1)[CH:9]=[C:8]([CH2:7][C:6]([OH:37])=[O:5])[C:17]([CH3:18])=[C:16]2[C:19]1[CH:20]=[CH:21][C:22]([S:25]([C:28]2[CH:33]=[CH:32][C:31]([F:34])=[CH:30][C:29]=2[F:35])(=[O:26])=[O:27])=[CH:23][CH:24]=1. The catalyst class is: 20. (2) Reactant: CN(C(ON1N=NC2C=CC=NC1=2)=[N+](C)C)C.F[P-](F)(F)(F)(F)F.[NH2:25][C:26]1[C:27]([C:36]([OH:38])=O)=[CH:28][C:29]2[C:34]([CH:35]=1)=[CH:33][CH:32]=[CH:31][CH:30]=2.[CH:39]1([CH2:45][NH:46][CH2:47][C:48]([O:50][CH2:51][C:52]2[CH:57]=[CH:56][CH:55]=[CH:54][CH:53]=2)=[O:49])[CH2:44][CH2:43][CH2:42][CH2:41][CH2:40]1.C(N(C(C)C)CC)(C)C. Product: [NH2:25][C:26]1[C:27]([C:36]([N:46]([CH2:45][CH:39]2[CH2:44][CH2:43][CH2:42][CH2:41][CH2:40]2)[CH2:47][C:48]([O:50][CH2:51][C:52]2[CH:53]=[CH:54][CH:55]=[CH:56][CH:57]=2)=[O:49])=[O:38])=[CH:28][C:29]2[C:34]([CH:35]=1)=[CH:33][CH:32]=[CH:31][CH:30]=2. The catalyst class is: 3. (3) Reactant: CCOC(/N=N/C(OCC)=O)=O.[OH:13][C:14]1[CH:15]=[C:16]2[C:21](=[CH:22][CH:23]=1)[NH:20][C:19](=[O:24])[CH2:18][CH2:17]2.C1(P(C2C=CC=CC=2)C2C=CC=CC=2)C=CC=CC=1.[C:44]([N:51]1[CH2:56][CH2:55][CH:54]([CH2:57]O)[CH2:53][CH2:52]1)([O:46][C:47]([CH3:50])([CH3:49])[CH3:48])=[O:45]. Product: [O:24]=[C:19]1[CH2:18][CH2:17][C:16]2[C:21](=[CH:22][CH:23]=[C:14]([O:13][CH2:57][CH:54]3[CH2:55][CH2:56][N:51]([C:44]([O:46][C:47]([CH3:48])([CH3:50])[CH3:49])=[O:45])[CH2:52][CH2:53]3)[CH:15]=2)[NH:20]1. The catalyst class is: 334. (4) Reactant: FC(F)(F)[S+:3]1[C:7]2[CH:8]=[CH:9][CH:10]=[CH:11][C:6]=2[C:5]2[CH:12]=[CH:13][C:14]([S:16]([O-:19])(=O)=[O:17])=[CH:15][C:4]1=2.S(Cl)([Cl:24])=O. Product: [CH:12]1[C:5]2[C:6]3[CH:11]=[CH:10][CH:9]=[CH:8][C:7]=3[S:3][C:4]=2[CH:15]=[C:14]([S:16]([Cl:24])(=[O:19])=[O:17])[CH:13]=1. The catalyst class is: 3. (5) Reactant: [Br:1][C:2]1[CH:9]=[C:6]([CH:7]=[O:8])[C:5]([OH:10])=[CH:4][CH:3]=1.C(=O)([O-])[O-].[K+].[K+].[CH2:17](Br)[CH2:18][CH2:19][CH2:20][CH2:21][CH2:22][CH3:23].O. Product: [Br:1][C:2]1[CH:3]=[CH:4][C:5]([O:10][CH2:17][CH2:18][CH2:19][CH2:20][CH2:21][CH2:22][CH3:23])=[C:6]([CH:9]=1)[CH:7]=[O:8]. The catalyst class is: 9. (6) Reactant: [Br:1][C:2]1[CH:3]=[C:4]([CH3:9])[CH:5]=[CH:6][C:7]=1[Br:8].[N+:10]([O-])([OH:12])=[O:11]. Product: [Br:8][C:7]1[CH:6]=[C:5]([N+:10]([O-:12])=[O:11])[C:4]([CH3:9])=[CH:3][C:2]=1[Br:1]. The catalyst class is: 6. (7) Reactant: [F:1][C:2]1[CH:3]=[C:4]([S:9]([C:12]2[CH:13]=[C:14]3[C:18](=[CH:19][CH:20]=2)[N:17]([C:21]([C:34]2[CH:39]=[CH:38][CH:37]=[CH:36][CH:35]=2)([C:28]2[CH:33]=[CH:32][CH:31]=[CH:30][CH:29]=2)[C:22]2[CH:27]=[CH:26][CH:25]=[CH:24][CH:23]=2)[N:16]=[C:15]3[NH:40][C:41](=[O:51])[C:42]2[CH:50]=[CH:49][C:45]([C:46](O)=[O:47])=[CH:44][CH:43]=2)(=[O:11])=[O:10])[CH:5]=[C:6]([F:8])[CH:7]=1.Cl.C(N=C=NCCCN(C)C)C.ON1C2C=CC=CC=2N=N1.[N:74]1([CH:79]2[CH2:84][CH2:83][NH:82][CH2:81][CH2:80]2)[CH2:78][CH2:77][CH2:76][CH2:75]1. Product: [F:1][C:2]1[CH:3]=[C:4]([S:9]([C:12]2[CH:13]=[C:14]3[C:18](=[CH:19][CH:20]=2)[N:17]([C:21]([C:28]2[CH:29]=[CH:30][CH:31]=[CH:32][CH:33]=2)([C:22]2[CH:27]=[CH:26][CH:25]=[CH:24][CH:23]=2)[C:34]2[CH:39]=[CH:38][CH:37]=[CH:36][CH:35]=2)[N:16]=[C:15]3[NH:40][C:41](=[O:51])[C:42]2[CH:50]=[CH:49][C:45]([C:46]([N:82]3[CH2:83][CH2:84][CH:79]([N:74]4[CH2:78][CH2:77][CH2:76][CH2:75]4)[CH2:80][CH2:81]3)=[O:47])=[CH:44][CH:43]=2)(=[O:10])=[O:11])[CH:5]=[C:6]([F:8])[CH:7]=1. The catalyst class is: 4.